Dataset: Reaction yield outcomes from USPTO patents with 853,638 reactions. Task: Predict the reaction yield, written as a fraction of the theoretical maximum amount of product (1.0 means a 100% yield; for example, 0.34 means a 34% yield). (1) The reactants are [OH-].[K+].[NH2:3][C:4]1[CH:12]=[CH:11][C:7]([C:8]([OH:10])=[O:9])=[CH:6][C:5]=1[N+:13]([O-:15])=O.Cl[O-].[Na+].N1[O:20]N=C2C=C(C(O)=O)C=CC=12.Cl.[Na+].[Cl-]. The catalyst is C(O)C.O.C(O)(=O)C.C(Cl)(Cl)Cl. The product is [N+:3]1([O-:20])[O:15][N:13]=[C:5]2[CH:6]=[C:7]([C:8]([OH:10])=[O:9])[CH:11]=[CH:12][C:4]=12. The yield is 0.888. (2) The reactants are [OH:1][C:2]1[CH:10]=[CH:9][C:8]([C:11]2[S:12][CH:13]=[CH:14][CH:15]=2)=[CH:7][C:3]=1[C:4]([OH:6])=O.[CH2:16]([O:18][C:19]([C:21]1[S:25][C:24]([NH2:26])=[N:23][C:22]=1[C:27]1[CH:32]=[CH:31][CH:30]=[CH:29][CH:28]=1)=[O:20])[CH3:17]. No catalyst specified. The product is [CH2:16]([O:18][C:19]([C:21]1[S:25][C:24]([NH:26][C:4](=[O:6])[C:3]2[CH:7]=[C:8]([C:11]3[S:12][CH:13]=[CH:14][CH:15]=3)[CH:9]=[CH:10][C:2]=2[OH:1])=[N:23][C:22]=1[C:27]1[CH:32]=[CH:31][CH:30]=[CH:29][CH:28]=1)=[O:20])[CH3:17]. The yield is 0.582. (3) The reactants are [CH3:1][O:2][CH:3]([O:19][CH3:20])[C@:4]1([CH3:18])[C@H:9]2[O:10][C@H:8]2[C:7]2[CH:11]=[C:12]([N+:15]([O-:17])=[O:16])[CH:13]=[CH:14][C:6]=2[O:5]1.[CH3:21][C:22]1[C:27]([CH3:28])=[CH:26][CH:25]=[CH:24][C:23]=1[NH:29][CH2:30][C:31]1[NH:32][CH:33]=[CH:34][N:35]=1. No catalyst specified. The product is [CH3:1][O:2][CH:3]([O:19][CH3:20])[C@:4]1([CH3:18])[C@@H:9]([OH:10])[C@H:8]([N:29]([C:23]2[CH:24]=[CH:25][CH:26]=[C:27]([CH3:28])[C:22]=2[CH3:21])[CH2:30][C:31]2[NH:35][CH:34]=[CH:33][N:32]=2)[C:7]2[CH:11]=[C:12]([N+:15]([O-:17])=[O:16])[CH:13]=[CH:14][C:6]=2[O:5]1. The yield is 0.370. (4) The reactants are C([O:3][C:4]([CH:6]1[CH2:11][CH2:10][N:9]([CH2:12][CH2:13][C:14]2[C:22]3[C:17](=[CH:18][CH:19]=[C:20]([O:23][C:24]4[S:25][C:26]5[CH:32]=[CH:31][CH:30]=[CH:29][C:27]=5[N:28]=4)[CH:21]=3)[NH:16][CH:15]=2)[CH2:8][CH2:7]1)=[O:5])C.[OH-].[K+].Cl.C(Cl)Cl. The catalyst is C(O)(C)C.O. The product is [S:25]1[C:26]2[CH:32]=[CH:31][CH:30]=[CH:29][C:27]=2[N:28]=[C:24]1[O:23][C:20]1[CH:21]=[C:22]2[C:17](=[CH:18][CH:19]=1)[NH:16][CH:15]=[C:14]2[CH2:13][CH2:12][N:9]1[CH2:10][CH2:11][CH:6]([C:4]([OH:5])=[O:3])[CH2:7][CH2:8]1. The yield is 1.00. (5) The reactants are CC(C)([O-])C.[K+].C([N:14]1[C:22]2[CH:21]=[CH:20][CH:19]=[C:18]([N:23]([CH3:32])[C:24]3[CH:29]=[CH:28][N:27]=[C:26]([S:30][CH3:31])[N:25]=3)[C:17]=2[CH:16]=[N:15]1)C1C=CC=CC=1.C1COCC1. The catalyst is CS(C)=O. The product is [CH3:32][N:23]([C:24]1[CH:29]=[CH:28][N:27]=[C:26]([S:30][CH3:31])[N:25]=1)[C:18]1[C:17]2[CH:16]=[N:15][NH:14][C:22]=2[CH:21]=[CH:20][CH:19]=1. The yield is 0.830.